This data is from Catalyst prediction with 721,799 reactions and 888 catalyst types from USPTO. The task is: Predict which catalyst facilitates the given reaction. (1) Reactant: F[C:2]1[CH:7]=[CH:6][CH:5]=[C:4]([N+:8]([O-:10])=[O:9])[CH:3]=1.[NH:11]1[CH2:16][CH2:15][O:14][CH2:13][CH2:12]1. Product: [N+:8]([C:4]1[CH:3]=[C:2]([N:11]2[CH2:16][CH2:15][O:14][CH2:13][CH2:12]2)[CH:7]=[CH:6][CH:5]=1)([O-:10])=[O:9]. The catalyst class is: 16. (2) Product: [CH2:1]([NH:8][C:9]1[C:10]2[N:11]([CH:16]=[CH:17][C:18]=2[Cl:19])[N:12]=[C:13]([C:32]2[CH:33]=[C:28]([S:25]([NH:24][C:20]([CH3:23])([CH3:22])[CH3:21])(=[O:27])=[O:26])[CH:29]=[N:30][CH:31]=2)[CH:14]=1)[C:2]1[CH:7]=[CH:6][CH:5]=[CH:4][CH:3]=1. Reactant: [CH2:1]([NH:8][C:9]1[C:10]2[N:11]([CH:16]=[CH:17][C:18]=2[Cl:19])[N:12]=[C:13](Cl)[CH:14]=1)[C:2]1[CH:7]=[CH:6][CH:5]=[CH:4][CH:3]=1.[C:20]([NH:24][S:25]([C:28]1[CH:29]=[N:30][CH:31]=[C:32](B2OC(C)(C)C(C)(C)O2)[CH:33]=1)(=[O:27])=[O:26])([CH3:23])([CH3:22])[CH3:21].C([O-])([O-])=O.[Cs+].[Cs+]. The catalyst class is: 38. (3) Reactant: Br[C:2]1[C:3]2[C:7]([CH:8]=[CH:9][CH:10]=1)=[N:6][N:5]1[C:11]([CH:16]3[CH2:21][CH2:20][N:19]([C:22]([O:24][C:25]([CH3:28])([CH3:27])[CH3:26])=[O:23])[CH2:18][CH2:17]3)=[CH:12][C:13](=[O:15])[NH:14][C:4]=21.[F:29][C:30]([F:42])([F:41])[O:31][C:32]1[CH:37]=[CH:36][CH:35]=[CH:34][C:33]=1B(O)O.P([O-])([O-])([O-])=O.[K+].[K+].[K+]. Product: [O:15]=[C:13]1[CH:12]=[C:11]([CH:16]2[CH2:17][CH2:18][N:19]([C:22]([O:24][C:25]([CH3:27])([CH3:26])[CH3:28])=[O:23])[CH2:20][CH2:21]2)[N:5]2[N:6]=[C:7]3[C:3]([C:2]([C:33]4[CH:34]=[CH:35][CH:36]=[CH:37][C:32]=4[O:31][C:30]([F:29])([F:42])[F:41])=[CH:10][CH:9]=[CH:8]3)=[C:4]2[NH:14]1. The catalyst class is: 30. (4) Reactant: [CH2:1]([O:3][C:4]([NH:6][C:7]1[CH:8]=[C:9]([CH:27]=[CH:28][CH:29]=1)[CH2:10][N:11]1[C:16](=[O:17])[CH:15]=[CH:14][C:13]([C:18]2[CH:26]=[CH:25][C:21]([C:22](O)=[O:23])=[CH:20][CH:19]=2)=[N:12]1)=[O:5])[CH3:2].[CH2:30]([CH2:32][NH2:33])[OH:31].CN1CCOCC1.ON1C2C=CC=CC=2N=N1.Cl.CN(C)CCCN=C=NCC. Product: [CH2:1]([O:3][C:4](=[O:5])[NH:6][C:7]1[CH:29]=[CH:28][CH:27]=[C:9]([CH2:10][N:11]2[C:16](=[O:17])[CH:15]=[CH:14][C:13]([C:18]3[CH:26]=[CH:25][C:21]([C:22](=[O:23])[NH:33][CH2:32][CH2:30][OH:31])=[CH:20][CH:19]=3)=[N:12]2)[CH:8]=1)[CH3:2]. The catalyst class is: 3. (5) Reactant: [NH2:1][C:2](=[S:14])[C:3]([NH:6]C(=O)OC(C)(C)C)([CH3:5])[CH3:4].Br[CH2:16][CH:17](OC)OC.CC1C=CC(S(O)(=O)=O)=CC=1. Product: [CH3:5][C:3]([CH3:4])([C:2]1[S:14][CH:16]=[CH:17][N:1]=1)[NH2:6]. The catalyst class is: 15. (6) Reactant: C[O:2][C:3](=[O:54])[C@H:4]([CH2:6][C:7]([C:10](=[O:53])[C:11]1[CH:16]=[CH:15][CH:14]=[C:13]([NH:17][CH2:18][C:19]2[N:20]=[CH:21][N:22]([C:24]([C:37]3[CH:42]=[CH:41][CH:40]=[CH:39][CH:38]=3)([C:31]3[CH:36]=[CH:35][CH:34]=[CH:33][CH:32]=3)[C:25]3[CH:30]=[CH:29][CH:28]=[CH:27][CH:26]=3)[CH:23]=2)[C:12]=1[C:43]1[C:52]2[C:47](=[CH:48][CH:49]=[CH:50][CH:51]=2)[CH:46]=[CH:45][CH:44]=1)([CH3:9])[CH3:8])[NH2:5].[Li+].[OH-]. Product: [C:24]([N:22]1[CH:23]=[C:19]([CH2:18][NH:17][C:13]2[C:12]([C:43]3[C:52]4[C:47](=[CH:48][CH:49]=[CH:50][CH:51]=4)[CH:46]=[CH:45][CH:44]=3)=[C:11]([CH:16]=[CH:15][CH:14]=2)[C:10]([C:7]([CH3:9])([CH3:8])[CH2:6][C@@H:4]([C:3]([OH:54])=[O:2])[NH2:5])=[O:53])[N:20]=[CH:21]1)([C:25]1[CH:30]=[CH:29][CH:28]=[CH:27][CH:26]=1)([C:31]1[CH:32]=[CH:33][CH:34]=[CH:35][CH:36]=1)[C:37]1[CH:38]=[CH:39][CH:40]=[CH:41][CH:42]=1. The catalyst class is: 20. (7) Reactant: F[C:2]1[CH:3]=[N:4][CH:5]=[CH:6][C:7]=1[C:8]1[O:9][C:10]2[CH:16]=[CH:15][C:14]([C:17]([F:20])([F:19])[F:18])=[CH:13][C:11]=2[N:12]=1.C(=O)([O-])[O-].[K+].[K+].[F:27][C:28]([F:35])([C:31]([F:34])([F:33])[F:32])[CH2:29][OH:30]. Product: [F:27][C:28]([F:35])([C:31]([F:34])([F:33])[F:32])[CH2:29][O:30][C:2]1[CH:3]=[N:4][CH:5]=[CH:6][C:7]=1[C:8]1[O:9][C:10]2[CH:16]=[CH:15][C:14]([C:17]([F:20])([F:19])[F:18])=[CH:13][C:11]=2[N:12]=1. The catalyst class is: 6.